This data is from Forward reaction prediction with 1.9M reactions from USPTO patents (1976-2016). The task is: Predict the product of the given reaction. (1) Given the reactants [CH3:1][N:2]1[C:10]2[C@@:9]3([CH3:14])[C:11]([CH3:13])([CH3:12])[C@H:6]([CH2:7][CH2:8]3)[C:5]=2[C:4](=[O:15])[NH:3]1.[F:16][C:17]1[CH:24]=[CH:23][CH:22]=[CH:21][C:18]=1[CH2:19]Br, predict the reaction product. The product is: [F:16][C:17]1[CH:24]=[CH:23][CH:22]=[CH:21][C:18]=1[CH2:19][N:3]1[C:4](=[O:15])[C:5]2[C@@H:6]3[C:11]([CH3:12])([CH3:13])[C@@:9]([CH3:14])([CH2:8][CH2:7]3)[C:10]=2[N:2]1[CH3:1]. (2) Given the reactants [C:1]([NH:5][C:6]1[C:11]([CH:12]=O)=[CH:10][N:9]=[C:8]([Cl:14])[CH:7]=1)([CH3:4])([CH3:3])[CH3:2].[F:15][C:16]1[CH:22]=[CH:21][C:19]([NH2:20])=[CH:18][C:17]=1[N+:23]([O-:25])=[O:24].[BH-](OC(C)=O)(OC(C)=O)OC(C)=O.[Na+].[OH-].[Na+], predict the reaction product. The product is: [C:1]([NH:5][C:6]1[C:11]([CH2:12][NH:20][C:19]2[CH:21]=[CH:22][C:16]([F:15])=[C:17]([N+:23]([O-:25])=[O:24])[CH:18]=2)=[CH:10][N:9]=[C:8]([Cl:14])[CH:7]=1)([CH3:4])([CH3:3])[CH3:2]. (3) The product is: [CH3:15][C:13]([O:16][C:17]([N:3]1[CH2:8][CH2:7][N:6]([C:17]([O:16][C:13]([CH3:15])([CH3:14])[CH3:12])=[O:1])[CH2:5][CH:4]1[C:9]([OH:11])=[O:10])=[O:18])([CH3:12])[CH3:14]. Given the reactants [OH-:1].[Na+].[NH:3]1[CH2:8][CH2:7][NH:6][CH2:5][CH:4]1[C:9]([OH:11])=[O:10].[CH3:12][C:13]([O:16][C:17](O[C:17]([O:16][C:13]([CH3:15])([CH3:14])[CH3:12])=[O:18])=[O:18])([CH3:15])[CH3:14].Cl, predict the reaction product. (4) Given the reactants C(Cl)[C:2]1[CH:7]=[CH:6][CH:5]=[N:4][CH:3]=1.[N-:9]=[N+]=[N-].[Na+].C[C:14](C)=[O:15], predict the reaction product. The product is: [CH:6]1[CH:5]=[N:4][CH:3]=[C:2]([N:9]=[C:14]=[O:15])[CH:7]=1. (5) Given the reactants [NH2:1][C@H:2]([C:4]1[N:8]([CH:9]2[CH2:11][CH2:10]2)[C:7]2[C:12]([C:16]([NH:18][CH3:19])=[O:17])=[CH:13][CH:14]=[CH:15][C:6]=2[N:5]=1)[CH3:3].Cl[C:21]1[N:26]=[CH:25][N:24]=[C:23]([NH2:27])[C:22]=1[C:28]([F:31])([F:30])[F:29].CCN(C(C)C)C(C)C, predict the reaction product. The product is: [NH2:27][C:23]1[N:24]=[CH:25][N:26]=[C:21]([NH:1][C@H:2]([C:4]2[N:8]([CH:9]3[CH2:10][CH2:11]3)[C:7]3[C:12]([C:16]([NH:18][CH3:19])=[O:17])=[CH:13][CH:14]=[CH:15][C:6]=3[N:5]=2)[CH3:3])[C:22]=1[C:28]([F:31])([F:30])[F:29]. (6) Given the reactants Cl.[C:2]([C:4]1[C:5](O)=[C:6]([C:10]2[N:20]=[CH:19][CH:18]=[CH:17][C:11]=2[C:12]([O:14][CH2:15][CH3:16])=[O:13])[CH:7]=[CH:8][CH:9]=1)#[N:3].[C:22](=[O:25])([O-])[O-].[K+].[K+].BrC[CH2:30][CH2:31][Cl:32], predict the reaction product. The product is: [Cl:32][CH2:31][CH2:30][CH2:22][O:25][C:9]1[CH:8]=[CH:7][C:6]([C:10]2[N:20]=[CH:19][CH:18]=[CH:17][C:11]=2[C:12]([O:14][CH2:15][CH3:16])=[O:13])=[CH:5][C:4]=1[C:2]#[N:3].